Dataset: NCI-60 drug combinations with 297,098 pairs across 59 cell lines. Task: Regression. Given two drug SMILES strings and cell line genomic features, predict the synergy score measuring deviation from expected non-interaction effect. (1) Drug 1: C1CCC(C1)C(CC#N)N2C=C(C=N2)C3=C4C=CNC4=NC=N3. Drug 2: CCC1(C2=C(COC1=O)C(=O)N3CC4=CC5=C(C=CC(=C5CN(C)C)O)N=C4C3=C2)O.Cl. Cell line: MDA-MB-231. Synergy scores: CSS=34.1, Synergy_ZIP=-3.75, Synergy_Bliss=4.49, Synergy_Loewe=-24.3, Synergy_HSA=5.65. (2) Drug 1: CC1=C(C=C(C=C1)NC2=NC=CC(=N2)N(C)C3=CC4=NN(C(=C4C=C3)C)C)S(=O)(=O)N.Cl. Drug 2: C1C(C(OC1N2C=C(C(=O)NC2=O)F)CO)O. Cell line: OVCAR-4. Synergy scores: CSS=23.3, Synergy_ZIP=-9.92, Synergy_Bliss=-8.29, Synergy_Loewe=-33.6, Synergy_HSA=-6.69. (3) Drug 1: C1=C(C(=O)NC(=O)N1)N(CCCl)CCCl. Drug 2: C1=NC2=C(N=C(N=C2N1C3C(C(C(O3)CO)O)O)F)N. Cell line: 786-0. Synergy scores: CSS=13.9, Synergy_ZIP=-7.55, Synergy_Bliss=-7.61, Synergy_Loewe=-14.6, Synergy_HSA=-8.71. (4) Drug 1: C1=NC2=C(N=C(N=C2N1C3C(C(C(O3)CO)O)F)Cl)N. Drug 2: CC1=C(N=C(N=C1N)C(CC(=O)N)NCC(C(=O)N)N)C(=O)NC(C(C2=CN=CN2)OC3C(C(C(C(O3)CO)O)O)OC4C(C(C(C(O4)CO)O)OC(=O)N)O)C(=O)NC(C)C(C(C)C(=O)NC(C(C)O)C(=O)NCCC5=NC(=CS5)C6=NC(=CS6)C(=O)NCCC[S+](C)C)O. Cell line: ACHN. Synergy scores: CSS=55.4, Synergy_ZIP=-3.71, Synergy_Bliss=-4.41, Synergy_Loewe=-2.21, Synergy_HSA=0.961. (5) Drug 1: CC1=C(C=C(C=C1)NC2=NC=CC(=N2)N(C)C3=CC4=NN(C(=C4C=C3)C)C)S(=O)(=O)N.Cl. Drug 2: CC1=C(C=C(C=C1)NC(=O)C2=CC=C(C=C2)CN3CCN(CC3)C)NC4=NC=CC(=N4)C5=CN=CC=C5. Cell line: KM12. Synergy scores: CSS=1.53, Synergy_ZIP=-0.218, Synergy_Bliss=1.76, Synergy_Loewe=-1.79, Synergy_HSA=-0.498. (6) Synergy scores: CSS=-4.49, Synergy_ZIP=-3.02, Synergy_Bliss=-9.57, Synergy_Loewe=-12.2, Synergy_HSA=-11.8. Drug 1: C1=CC(=CC=C1CC(C(=O)O)N)N(CCCl)CCCl.Cl. Drug 2: C1=NC2=C(N=C(N=C2N1C3C(C(C(O3)CO)O)O)F)N. Cell line: TK-10. (7) Synergy scores: CSS=43.1, Synergy_ZIP=-9.26, Synergy_Bliss=-1.27, Synergy_Loewe=-8.84, Synergy_HSA=-2.28. Drug 2: CCC1(C2=C(COC1=O)C(=O)N3CC4=CC5=C(C=CC(=C5CN(C)C)O)N=C4C3=C2)O.Cl. Cell line: HCT-15. Drug 1: C1=NC2=C(N1)C(=S)N=CN2. (8) Synergy scores: CSS=0.632, Synergy_ZIP=-0.0393, Synergy_Bliss=-1.52, Synergy_Loewe=-5.79, Synergy_HSA=-3.81. Cell line: NCIH23. Drug 2: CC1=C(C(CCC1)(C)C)C=CC(=CC=CC(=CC(=O)O)C)C. Drug 1: C1=CC(=CC=C1CCC2=CNC3=C2C(=O)NC(=N3)N)C(=O)NC(CCC(=O)O)C(=O)O. (9) Drug 1: CCC1=C2CN3C(=CC4=C(C3=O)COC(=O)C4(CC)O)C2=NC5=C1C=C(C=C5)O. Drug 2: C1C(C(OC1N2C=NC(=NC2=O)N)CO)O. Cell line: HS 578T. Synergy scores: CSS=17.5, Synergy_ZIP=-3.01, Synergy_Bliss=0.253, Synergy_Loewe=-12.8, Synergy_HSA=0.286. (10) Drug 1: COC1=CC(=CC(=C1O)OC)C2C3C(COC3=O)C(C4=CC5=C(C=C24)OCO5)OC6C(C(C7C(O6)COC(O7)C8=CC=CS8)O)O. Drug 2: CC1=C(C=C(C=C1)NC(=O)C2=CC=C(C=C2)CN3CCN(CC3)C)NC4=NC=CC(=N4)C5=CN=CC=C5. Cell line: CCRF-CEM. Synergy scores: CSS=61.3, Synergy_ZIP=3.59, Synergy_Bliss=5.89, Synergy_Loewe=-27.7, Synergy_HSA=5.34.